This data is from Catalyst prediction with 721,799 reactions and 888 catalyst types from USPTO. The task is: Predict which catalyst facilitates the given reaction. Reactant: [CH2:1]([O:8][C:9]1[CH:14]=[CH:13][C:12]([C:15]2[NH:23][C:22]3[C:21](=[O:24])[N:20]([CH2:25][CH2:26][CH3:27])[C:19](=[O:28])[N:18]([CH2:29][CH2:30][CH3:31])[C:17]=3[N:16]=2)=[CH:11][CH:10]=1)[C:2]1[CH:7]=[CH:6][CH:5]=[CH:4][CH:3]=1.C(=O)([O-])[O-].[K+].[K+].[CH3:38][Si:39]([CH3:46])([CH3:45])[CH2:40][CH2:41][O:42][CH2:43]Cl. Product: [CH2:1]([O:8][C:9]1[CH:10]=[CH:11][C:12]([C:15]2[N:23]([CH2:43][O:42][CH2:41][CH2:40][Si:39]([CH3:46])([CH3:45])[CH3:38])[C:22]3[C:21](=[O:24])[N:20]([CH2:25][CH2:26][CH3:27])[C:19](=[O:28])[N:18]([CH2:29][CH2:30][CH3:31])[C:17]=3[N:16]=2)=[CH:13][CH:14]=1)[C:2]1[CH:7]=[CH:6][CH:5]=[CH:4][CH:3]=1. The catalyst class is: 18.